From a dataset of Catalyst prediction with 721,799 reactions and 888 catalyst types from USPTO. Predict which catalyst facilitates the given reaction. (1) Reactant: O/N=[C:3](/[C:22]1C=CN=C(C)C=1)\[CH2:4][C@H:5]([C:13]1[CH:21]=[CH:20][C:16]([C:17](O)=O)=[CH:15][CH:14]=1)[C:6]1C=CC=C[C:7]=1C.C([N:32]([CH:35]([CH3:37])[CH3:36])[CH2:33][CH3:34])(C)C.F[P-](F)(F)(F)(F)F.N1(OC(N(C)C)=[N+](C)C)[C:49]2N=[CH:51][CH:52]=[CH:53][C:48]=2N=N1.[C:62]([NH:65][NH2:66])(=[O:64])[CH3:63].S(=O)(=O)(O)[OH:68]. Product: [CH3:63][C:62]1[O:64][C:17]([C:16]2[CH:20]=[CH:21][C:13]([CH:5]([C:6]3[CH:7]=[CH:51][CH:52]=[CH:53][C:48]=3[CH3:49])[CH2:4][C:3]([C:22]3[CH:34]=[CH:33][N:32]=[C:35]([CH3:36])[CH:37]=3)=[O:68])=[CH:14][CH:15]=2)=[N:66][N:65]=1. The catalyst class is: 9. (2) Reactant: C(O)(C(F)(F)F)=O.[C:8]([C:10]1[N:11]=[CH:12][C:13]([NH:16][C:17]2[CH:22]=[C:21]([NH:23][CH2:24][CH:25]3[CH2:30][CH2:29][N:28](C(OC(C)(C)C)=O)[CH2:27][CH2:26]3)[C:20]([C:38]#[C:39][C:40]([OH:43])([CH3:42])[CH3:41])=[CH:19][N:18]=2)=[N:14][CH:15]=1)#[N:9]. Product: [OH:43][C:40]([CH3:42])([CH3:41])[C:39]#[C:38][C:20]1[C:21]([NH:23][CH2:24][CH:25]2[CH2:26][CH2:27][NH:28][CH2:29][CH2:30]2)=[CH:22][C:17]([NH:16][C:13]2[N:14]=[CH:15][C:10]([C:8]#[N:9])=[N:11][CH:12]=2)=[N:18][CH:19]=1. The catalyst class is: 4. (3) Reactant: [CH3:1][C:2]1([CH3:14])[C:6]([CH3:8])([CH3:7])[O:5][B:4]([C:9]2[CH:10]=[N:11][NH:12][CH:13]=2)[O:3]1.[F:15][CH2:16][CH2:17]I.C(=O)([O-])[O-].[Cs+].[Cs+]. Product: [F:15][CH2:16][CH2:17][N:12]1[CH:13]=[C:9]([B:4]2[O:5][C:6]([CH3:7])([CH3:8])[C:2]([CH3:14])([CH3:1])[O:3]2)[CH:10]=[N:11]1. The catalyst class is: 115. (4) Product: [NH:39]1[C:40]2[C:45](=[CH:44][CH:43]=[CH:42][CH:41]=2)[C:37]([CH2:36][CH2:35][O:34][C:33](=[O:32])[NH:22][CH2:21][CH2:20][CH2:19][CH2:18][CH2:17][NH:16][C:12]2[C:13]3[C:4]([N:5]=[C:6]4[C:11]=2[CH2:10][CH2:9][CH2:8][CH2:7]4)=[CH:3][C:2]([Cl:1])=[CH:15][CH:14]=3)=[CH:38]1. Reactant: [Cl:1][C:2]1[CH:3]=[C:4]2[C:13](=[CH:14][CH:15]=1)[C:12]([NH:16][CH2:17][CH2:18][CH2:19][CH2:20][CH2:21][NH2:22])=[C:11]1[C:6]([CH2:7][CH2:8][CH2:9][CH2:10]1)=[N:5]2.[N+](C1C=CC([O:32][C:33](=O)[O:34][CH2:35][CH2:36][C:37]2[C:45]3[C:40](=[CH:41][CH:42]=[CH:43][CH:44]=3)[NH:39][CH:38]=2)=CC=1)([O-])=O. The catalyst class is: 142. (5) Reactant: [C:1]1([CH2:7][C:8](Cl)=[O:9])[CH:6]=[CH:5][CH:4]=[CH:3][CH:2]=1.[S-:11][C:12]#[N:13].[K+].[NH2:15][C:16]1[CH:21]=[C:20]([O:22][C:23]2[CH:28]=[CH:27][C:26]([NH2:29])=[C:25]([O:30][CH3:31])[CH:24]=2)[CH:19]=[CH:18][N:17]=1. Product: [NH2:15][C:16]1[CH:21]=[C:20]([O:22][C:23]2[CH:28]=[CH:27][C:26]([NH:29][C:12]([NH:13][C:8](=[O:9])[CH2:7][C:1]3[CH:6]=[CH:5][CH:4]=[CH:3][CH:2]=3)=[S:11])=[C:25]([O:30][CH3:31])[CH:24]=2)[CH:19]=[CH:18][N:17]=1. The catalyst class is: 10. (6) Reactant: [C:1](Cl)(=O)[C:2]([Cl:4])=[O:3].[C:7]([N:17]1C[CH2:23][CH2:22][CH:18]1C(O)=O)([O:9][CH2:10][C:11]1[CH:16]=[CH:15][CH:14]=[CH:13][CH:12]=1)=[O:8].CN(C)C=O. Product: [CH2:10]([O:9][C:7]([N:17]1[CH2:18][CH2:22][CH2:23][CH:1]1[C:2]([Cl:4])=[O:3])=[O:8])[C:11]1[CH:16]=[CH:15][CH:14]=[CH:13][CH:12]=1. The catalyst class is: 2. (7) Reactant: [CH2:1]([O:5][C:6]1[CH:7]=[C:8]2[C:13](=[CH:14][C:15]=1[O:16][CH3:17])[C:12]([CH2:18][C:19]1[CH:24]=[CH:23][CH:22]=[C:21]([O:25][CH3:26])[CH:20]=1)=[N:11][CH:10]=[C:9]2[CH:27]=[O:28])[CH2:2][CH2:3][CH3:4].[Se](=O)=[O:30].C(OCC)(=O)C.CCCCCC. The catalyst class is: 15. Product: [CH2:1]([O:5][C:6]1[CH:7]=[C:8]2[C:13](=[CH:14][C:15]=1[O:16][CH3:17])[C:12]([C:18](=[O:30])[C:19]1[CH:24]=[CH:23][CH:22]=[C:21]([O:25][CH3:26])[CH:20]=1)=[N:11][CH:10]=[C:9]2[CH:27]=[O:28])[CH2:2][CH2:3][CH3:4]. (8) The catalyst class is: 4. Product: [CH3:5][C:6]1[C:10]([C:11]2[NH:15][C:14]3[CH:16]=[C:17]([CH2:20][C:21]([Cl:3])=[O:22])[CH:18]=[CH:19][C:13]=3[N:12]=2)=[C:9]([CH3:24])[O:8][N:7]=1. Reactant: O=S(Cl)[Cl:3].[CH3:5][C:6]1[C:10]([C:11]2[NH:15][C:14]3[CH:16]=[C:17]([CH2:20][C:21](O)=[O:22])[CH:18]=[CH:19][C:13]=3[N:12]=2)=[C:9]([CH3:24])[O:8][N:7]=1. (9) Reactant: Br[CH2:2][C:3]([NH:5][C:6]1[S:7][C:8]([C:16]([CH:18]2[CH2:23][CH2:22][O:21][CH2:20][CH2:19]2)=[O:17])=[C:9]([C:11]2[O:12][CH:13]=[CH:14][CH:15]=2)[N:10]=1)=[O:4].[CH3:24][NH:25][CH3:26]. Product: [CH3:24][N:25]([CH3:26])[CH2:2][C:3]([NH:5][C:6]1[S:7][C:8]([C:16]([CH:18]2[CH2:23][CH2:22][O:21][CH2:20][CH2:19]2)=[O:17])=[C:9]([C:11]2[O:12][CH:13]=[CH:14][CH:15]=2)[N:10]=1)=[O:4]. The catalyst class is: 1.